This data is from Reaction yield outcomes from USPTO patents with 853,638 reactions. The task is: Predict the reaction yield, written as a fraction of the theoretical maximum amount of product (1.0 means a 100% yield; for example, 0.34 means a 34% yield). (1) The reactants are [CH3:1][C:2]1(C)[S:6][C:5]([CH3:15])([CH2:7][CH2:8][CH2:9][CH2:10][CH2:11][CH2:12][CH2:13][CH3:14])[C:4](=[O:16])[O:3]1.[CH3:18][CH2:19][O-:20].[Na+].CCN(CC)CC.C(Cl)(=O)C. The catalyst is CCO. The product is [CH2:19]([O:20][C:4](=[O:16])[C:5]([S:6][C:2](=[O:3])[CH3:1])([CH3:15])[CH2:7][CH2:8][CH2:9][CH2:10][CH2:11][CH2:12][CH2:13][CH3:14])[CH3:18]. The yield is 0.540. (2) The reactants are FC1C=C(F)C=CC=1CN1C(=O)C=CC(CO)=N1.[O:19]=[C:20]1[N:25]([CH2:26][CH2:27][CH2:28][C:29]([F:32])([F:31])[F:30])[N:24]=[C:23]([C:33](OC)=[O:34])[CH2:22][CH2:21]1.[BH4-].[Na+]. The catalyst is CO. The product is [OH:34][CH2:33][C:23]1[CH2:22][CH2:21][C:20](=[O:19])[N:25]([CH2:26][CH2:27][CH2:28][C:29]([F:32])([F:30])[F:31])[N:24]=1. The yield is 0.470.